Task: Predict which catalyst facilitates the given reaction.. Dataset: Catalyst prediction with 721,799 reactions and 888 catalyst types from USPTO (1) Reactant: [CH2:1]([NH:3][C:4]([NH:6][C:7]1[S:8][C:9]2[C:15]([C:16]3[CH:21]=[CH:20][CH:19]=[C:18]([O:22]C)[N:17]=3)=[CH:14][C:13]([C:24]3[CH:25]=[N:26][CH:27]=[CH:28][CH:29]=3)=[CH:12][C:10]=2[N:11]=1)=[O:5])[CH3:2].B(Br)(Br)Br. Product: [CH2:1]([NH:3][C:4]([NH:6][C:7]1[S:8][C:9]2[C:15]([C:16]3[CH:21]=[CH:20][CH:19]=[C:18]([OH:22])[N:17]=3)=[CH:14][C:13]([C:24]3[CH:25]=[N:26][CH:27]=[CH:28][CH:29]=3)=[CH:12][C:10]=2[N:11]=1)=[O:5])[CH3:2]. The catalyst class is: 2. (2) Reactant: [CH2:1]([O:3][P:4]([N:9]1[CH:15]2[CH:10]1[CH2:11][CH2:12][N:13]([C:16]([O:18][CH2:19][C:20]1[CH:25]=[CH:24][CH:23]=[CH:22][CH:21]=1)=[O:17])[CH2:14]2)([O:6][CH2:7][CH3:8])=[O:5])[CH3:2].[ClH:26].C(N(CC)CC)C.B(F)(F)F.CCOCC. Product: [Cl:26][CH:10]1[CH2:11][CH2:12][N:13]([C:16]([O:18][CH2:19][C:20]2[CH:25]=[CH:24][CH:23]=[CH:22][CH:21]=2)=[O:17])[CH2:14][CH:15]1[NH:9][P:4]([O:6][CH2:7][CH3:8])([O:3][CH2:1][CH3:2])=[O:5]. The catalyst class is: 2. (3) Reactant: Cl[C:2]([O:4][CH:5]([CH3:7])[CH3:6])=[O:3].[CH:8]1([C@H:11]2[CH2:20][C@@H:19]([NH:21][C:22](=[O:24])[CH3:23])[C:18]3[C:13](=[CH:14][CH:15]=[C:16]([C:25]([F:28])([F:27])[F:26])[CH:17]=3)[NH:12]2)[CH2:10][CH2:9]1.N1C=CC=CC=1.Cl. The catalyst class is: 4. Product: [CH:5]([O:4][C:2]([N:12]1[C:13]2[C:18](=[CH:17][C:16]([C:25]([F:27])([F:28])[F:26])=[CH:15][CH:14]=2)[C@H:19]([NH:21][C:22](=[O:24])[CH3:23])[CH2:20][C@@H:11]1[CH:8]1[CH2:10][CH2:9]1)=[O:3])([CH3:7])[CH3:6]. (4) Reactant: [CH3:1][CH:2]([CH3:16])[CH2:3][NH:4][C:5]1[C:14]2[C:9](=[CH:10][CH:11]=[CH:12][CH:13]=2)[N:8]=[CH:7][C:6]=1[NH2:15].ClCCl.C(N(CC)CC)C.[Cl:27][CH2:28][C:29](Cl)=O. Product: [Cl:27][CH2:28][C:29]1[N:4]([CH2:3][CH:2]([CH3:16])[CH3:1])[C:5]2[C:14]3[CH:13]=[CH:12][CH:11]=[CH:10][C:9]=3[N:8]=[CH:7][C:6]=2[N:15]=1. The catalyst class is: 26.